This data is from Peptide-MHC class I binding affinity with 185,985 pairs from IEDB/IMGT. The task is: Regression. Given a peptide amino acid sequence and an MHC pseudo amino acid sequence, predict their binding affinity value. This is MHC class I binding data. (1) The peptide sequence is QELLIQQWI. The MHC is HLA-B45:01 with pseudo-sequence HLA-B45:01. The binding affinity (normalized) is 0.468. (2) The MHC is HLA-B27:05 with pseudo-sequence HLA-B27:05. The binding affinity (normalized) is 0.0847. The peptide sequence is FIVEHINAM. (3) The peptide sequence is TPSGTWLTY. The MHC is HLA-A69:01 with pseudo-sequence HLA-A69:01. The binding affinity (normalized) is 0.0847. (4) The MHC is HLA-B08:02 with pseudo-sequence HLA-B08:02. The binding affinity (normalized) is 0.0847. The peptide sequence is QHSFMANRM. (5) The MHC is HLA-B58:01 with pseudo-sequence HLA-B58:01. The binding affinity (normalized) is 0.0847. The peptide sequence is NASQHPQQV. (6) The peptide sequence is RMKWMMAMKY. The MHC is Mamu-B01 with pseudo-sequence Mamu-B01. The binding affinity (normalized) is 0. (7) The peptide sequence is NHINVELAL. The MHC is Mamu-A07 with pseudo-sequence Mamu-A07. The binding affinity (normalized) is 0.685. (8) The peptide sequence is CFTSLVWAPLILA. The MHC is HLA-B08:01 with pseudo-sequence HLA-B08:01. The binding affinity (normalized) is 0.221. (9) The binding affinity (normalized) is 0.213. The peptide sequence is HPVLVTATL. The MHC is HLA-A30:01 with pseudo-sequence HLA-A30:01. (10) The peptide sequence is ESLLKETIQK. The MHC is HLA-A03:01 with pseudo-sequence HLA-A03:01. The binding affinity (normalized) is 0.696.